This data is from Full USPTO retrosynthesis dataset with 1.9M reactions from patents (1976-2016). The task is: Predict the reactants needed to synthesize the given product. (1) Given the product [CH3:49][O:48][CH2:47][CH2:46][O:45][CH2:44][CH2:43][O:42][CH2:41][CH2:40][O:26][CH2:25][CH2:24][O:23][CH2:22][CH2:21][O:20][CH2:19][CH2:18][O:17][CH2:16][CH2:15][O:14][CH2:13][CH2:12][O:11][CH2:10][CH2:9][O:8][CH2:1][C:2]1[CH:3]=[CH:4][CH:5]=[CH:6][CH:7]=1, predict the reactants needed to synthesize it. The reactants are: [CH2:1]([O:8][CH2:9][CH2:10][O:11][CH2:12][CH2:13][O:14][CH2:15][CH2:16][O:17][CH2:18][CH2:19][O:20][CH2:21][CH2:22][O:23][CH2:24][CH2:25][OH:26])[C:2]1[CH:7]=[CH:6][CH:5]=[CH:4][CH:3]=1.[H-].[Na+].S(O[CH2:40][CH2:41][O:42][CH2:43][CH2:44][O:45][CH2:46][CH2:47][O:48][CH3:49])(C1C=CC(C)=CC=1)(=O)=O. (2) Given the product [Cl:1][C:2]1[CH:10]=[CH:9][C:8]([C:11]2[N:12]([C:22]([O:24][C:25]([CH3:28])([CH3:26])[CH3:27])=[O:23])[C:13]3[C:18]([CH:19]=2)=[CH:17][C:16]([CH2:30][N:31]([CH2:32][CH:33]([OH:36])[CH2:34][OH:35])[CH3:37])=[CH:15][CH:14]=3)=[C:7]2[C:3]=1[CH2:4][NH:5][C:6]2=[O:29], predict the reactants needed to synthesize it. The reactants are: [Cl:1][C:2]1[CH:10]=[CH:9][C:8]([C:11]2[N:12]([C:22]([O:24][C:25]([CH3:28])([CH3:27])[CH3:26])=[O:23])[C:13]3[C:18]([CH:19]=2)=[CH:17][C:16](C=O)=[CH:15][CH:14]=3)=[C:7]2[C:3]=1[CH2:4][NH:5][C:6]2=[O:29].[CH3:30][NH:31][CH2:32][CH:33]([OH:36])[CH2:34][OH:35].[C:37](O[BH-](OC(=O)C)OC(=O)C)(=O)C.[Na+]. (3) Given the product [S:27]1[CH:26]=[C:25]([C:2]2[N:10]=[C:9]3[C:5]([N:6]=[CH:7][N:8]3[CH:11]([CH3:13])[CH3:12])=[C:4]([NH:14][CH2:15][CH2:16][C:17]3[CH:22]=[CH:21][C:20]([OH:23])=[CH:19][CH:18]=3)[N:3]=2)[C:33]2[CH:32]=[CH:31][CH:30]=[CH:29][C:28]1=2, predict the reactants needed to synthesize it. The reactants are: Cl[C:2]1[N:10]=[C:9]2[C:5]([N:6]=[CH:7][N:8]2[CH:11]([CH3:13])[CH3:12])=[C:4]([NH:14][CH2:15][CH2:16][C:17]2[CH:22]=[CH:21][C:20]([OH:23])=[CH:19][CH:18]=2)[N:3]=1.B(O)(O)[C:25]1[C:33]2[C:28](=[CH:29][CH:30]=[CH:31][CH:32]=2)[S:27][CH:26]=1.C(=O)([O-])[O-].[K+].[K+].